From a dataset of Reaction yield outcomes from USPTO patents with 853,638 reactions. Predict the reaction yield, written as a fraction of the theoretical maximum amount of product (1.0 means a 100% yield; for example, 0.34 means a 34% yield). (1) The reactants are C([O:4][CH2:5][CH2:6][O:7][C:8]1[CH:13]=[C:12]([NH2:14])[CH:11]=[CH:10][C:9]=1[O:15][CH3:16])(=O)C.[Br:17][CH:18]([CH:21]=O)[CH:19]=O.Br.[OH-].[Na+]. The catalyst is CCO. The product is [Br:17][C:18]1[CH:19]=[N:14][C:12]2[C:11]([CH:21]=1)=[CH:10][C:9]([O:15][CH3:16])=[C:8]([O:7][CH2:6][CH2:5][OH:4])[CH:13]=2. The yield is 0.110. (2) No catalyst specified. The product is [C:1]([O:5][C:6]([N:8]1[CH2:26][CH2:25][CH2:24][C@@:11]2([O:15][C:14](=[O:16])[N:13]([C:17]3[CH:18]=[N:19][C:20]([NH:23][C:36]4[N:37]=[CH:38][C:33]5[CH:32]=[C:31]([C:29](=[O:30])[N:28]([CH3:27])[CH3:46])[N:40]([CH:41]6[CH2:45][CH2:44][CH2:43][CH2:42]6)[C:34]=5[N:35]=4)=[CH:21][CH:22]=3)[CH2:12]2)[CH2:10][CH2:9]1)=[O:7])([CH3:4])([CH3:2])[CH3:3]. The reactants are [C:1]([O:5][C:6]([N:8]1[CH2:26][CH2:25][CH2:24][C@@:11]2([O:15][C:14](=[O:16])[N:13]([C:17]3[CH:18]=[N:19][C:20]([NH2:23])=[CH:21][CH:22]=3)[CH2:12]2)[CH2:10][CH2:9]1)=[O:7])([CH3:4])([CH3:3])[CH3:2].[CH3:27][N:28]([CH3:46])[C:29]([C:31]1[N:40]([CH:41]2[CH2:45][CH2:44][CH2:43][CH2:42]2)[C:34]2[N:35]=[C:36](Cl)[N:37]=[CH:38][C:33]=2[CH:32]=1)=[O:30]. The yield is 0.660. (3) The reactants are [CH3:1][NH2:2].[Br:3][C:4]1[CH:5]=[CH:6][C:7]([NH:10][CH2:11][C:12]([O:14]C)=O)=[N:8][CH:9]=1. The catalyst is CO. The product is [Br:3][C:4]1[CH:5]=[CH:6][C:7]([NH:10][CH2:11][C:12]([NH:2][CH3:1])=[O:14])=[N:8][CH:9]=1. The yield is 1.00.